Dataset: NCI-60 drug combinations with 297,098 pairs across 59 cell lines. Task: Regression. Given two drug SMILES strings and cell line genomic features, predict the synergy score measuring deviation from expected non-interaction effect. (1) Drug 1: CS(=O)(=O)CCNCC1=CC=C(O1)C2=CC3=C(C=C2)N=CN=C3NC4=CC(=C(C=C4)OCC5=CC(=CC=C5)F)Cl. Drug 2: C#CCC(CC1=CN=C2C(=N1)C(=NC(=N2)N)N)C3=CC=C(C=C3)C(=O)NC(CCC(=O)O)C(=O)O. Cell line: TK-10. Synergy scores: CSS=34.1, Synergy_ZIP=1.10, Synergy_Bliss=-1.34, Synergy_Loewe=-15.4, Synergy_HSA=-0.0344. (2) Drug 1: CC1C(C(CC(O1)OC2CC(CC3=C2C(=C4C(=C3O)C(=O)C5=C(C4=O)C(=CC=C5)OC)O)(C(=O)CO)O)N)O.Cl. Drug 2: CCC1(CC2CC(C3=C(CCN(C2)C1)C4=CC=CC=C4N3)(C5=C(C=C6C(=C5)C78CCN9C7C(C=CC9)(C(C(C8N6C)(C(=O)OC)O)OC(=O)C)CC)OC)C(=O)OC)O.OS(=O)(=O)O. Cell line: UACC-257. Synergy scores: CSS=11.7, Synergy_ZIP=-1.38, Synergy_Bliss=0.576, Synergy_Loewe=-0.116, Synergy_HSA=-0.766. (3) Drug 1: C1=C(C(=O)NC(=O)N1)F. Drug 2: C1=NC2=C(N=C(N=C2N1C3C(C(C(O3)CO)O)F)Cl)N. Cell line: OVCAR3. Synergy scores: CSS=69.7, Synergy_ZIP=-0.478, Synergy_Bliss=-1.66, Synergy_Loewe=2.20, Synergy_HSA=2.51.